This data is from Catalyst prediction with 721,799 reactions and 888 catalyst types from USPTO. The task is: Predict which catalyst facilitates the given reaction. (1) Product: [ClH:26].[N:1]1([S:10]([C:13]2[CH:22]=[C:21]3[C:16]([CH2:17][CH2:18][NH:19][CH2:20]3)=[CH:15][CH:14]=2)(=[O:11])=[O:12])[C:9]2[C:4](=[CH:5][CH:6]=[CH:7][CH:8]=2)[CH:3]=[CH:2]1. The catalyst class is: 51. Reactant: [N:1]1([S:10]([C:13]2[CH:22]=[C:21]3[C:16]([CH2:17][CH2:18][N:19](C(=O)C)[CH2:20]3)=[CH:15][CH:14]=2)(=[O:12])=[O:11])[C:9]2[C:4](=[CH:5][CH:6]=[CH:7][CH:8]=2)[CH:3]=[CH:2]1.[ClH:26]. (2) Reactant: [OH:1][C:2]1[C:3]([C:34]([NH:36][CH2:37][C:38]([O:40][CH2:41][CH3:42])=[O:39])=[O:35])=[N:4][C:5]([CH2:9][CH:10]2[CH2:15][CH2:14][N:13]([C:16]3[CH:21]=[CH:20][C:19]([CH2:22][C:23]4[CH:28]=[CH:27][C:26]([CH2:29][O:30][CH2:31][O:32]C)=[CH:25][CH:24]=4)=[CH:18][CH:17]=3)[CH2:12][CH2:11]2)=[N:6][C:7]=1[CH3:8].Cl.O1CCOC[CH2:45]1.C(=O)([O-])O.[Na+]. Product: [C:31]([O:30][CH2:29][C:26]1[CH:27]=[CH:28][C:23]([CH2:22][C:19]2[CH:20]=[CH:21][C:16]([N:13]3[CH2:12][CH2:11][CH:10]([CH2:9][C:5]4[N:4]=[C:3]([C:34]([NH:36][CH2:37][C:38]([O:40][CH2:41][CH3:42])=[O:39])=[O:35])[C:2]([OH:1])=[C:7]([CH3:8])[N:6]=4)[CH2:15][CH2:14]3)=[CH:17][CH:18]=2)=[CH:24][CH:25]=1)(=[O:32])[CH3:45]. The catalyst class is: 13. (3) Reactant: C(O[BH-](OC(=O)C)OC(=O)C)(=O)C.[Na+].[NH2:15][C:16]1[C:21]([NH2:22])=[CH:20][CH:19]=[CH:18][N:17]=1.[C:23]([O:27][C:28]([N:30]1[CH2:35][CH2:34][C:33](=O)[CH2:32][CH2:31]1)=[O:29])([CH3:26])([CH3:25])[CH3:24]. Product: [NH2:15][C:16]1[C:21]([NH:22][CH:33]2[CH2:34][CH2:35][N:30]([C:28]([O:27][C:23]([CH3:26])([CH3:25])[CH3:24])=[O:29])[CH2:31][CH2:32]2)=[CH:20][CH:19]=[CH:18][N:17]=1. The catalyst class is: 68. (4) Reactant: [F:1][C:2]1[CH:7]=[CH:6][C:5]([N:8]2[C:16]3[C:11](=[CH:12][C:13]([NH:17]/[C:18](/[C:26]([F:29])([F:28])[F:27])=[CH:19]/[C:20]4[CH:25]=[CH:24][CH:23]=[CH:22][CH:21]=4)=[CH:14][CH:15]=3)[CH:10]=[N:9]2)=[CH:4][CH:3]=1.[H-].[Al+3].[Li+].[H-].[H-].[H-]. Product: [CH2:19]([CH:18]([NH:17][C:13]1[CH:12]=[C:11]2[C:16](=[CH:15][CH:14]=1)[N:8]([C:5]1[CH:4]=[CH:3][C:2]([F:1])=[CH:7][CH:6]=1)[N:9]=[CH:10]2)[C:26]([F:29])([F:27])[F:28])[C:20]1[CH:21]=[CH:22][CH:23]=[CH:24][CH:25]=1. The catalyst class is: 1. (5) Reactant: [F:1][C:2]1[CH:9]=[CH:8][CH:7]=[C:6](B2OC(C)(C)C(C)(C)O2)[C:3]=1[C:4]#[N:5].Cl.Cl[C:21]1[CH:26]=[CH:25][N:24]=[CH:23][N:22]=1.O1CCOCC1.C(=O)([O-])[O-].[Na+].[Na+]. Product: [F:1][C:2]1[CH:9]=[CH:8][CH:7]=[C:6]([C:21]2[CH:26]=[CH:25][N:24]=[CH:23][N:22]=2)[C:3]=1[C:4]#[N:5]. The catalyst class is: 690. (6) Reactant: [Cl:1][C:2]1[CH:3]=[C:4]2[C:8](=[CH:9][CH:10]=1)[N:7]([CH3:11])[C:6]([CH:12]([NH:19][C:20]1[CH:25]=[CH:24][C:23]([C:26]([N:28]([CH3:36])[CH2:29][CH2:30][C:31]([O:33]CC)=[O:32])=[O:27])=[CH:22][CH:21]=1)[CH2:13][CH2:14][CH2:15][CH2:16][CH2:17][CH3:18])=[CH:5]2.O1CCCC1.[OH-].[Na+]. Product: [Cl:1][C:2]1[CH:3]=[C:4]2[C:8](=[CH:9][CH:10]=1)[N:7]([CH3:11])[C:6]([CH:12]([NH:19][C:20]1[CH:21]=[CH:22][C:23]([C:26]([N:28]([CH3:36])[CH2:29][CH2:30][C:31]([OH:33])=[O:32])=[O:27])=[CH:24][CH:25]=1)[CH2:13][CH2:14][CH2:15][CH2:16][CH2:17][CH3:18])=[CH:5]2. The catalyst class is: 8. (7) Reactant: [H-].[Al+3].[Li+].[H-].[H-].[H-].C1COCC1.[F:12][C:13]1[CH:21]=[CH:20][C:16]([CH:17]=[N:18]O)=[CH:15][C:14]=1[O:22][C:23]1[CH:28]=[CH:27][CH:26]=[CH:25][CH:24]=1.[OH-].[Na+]. Product: [F:12][C:13]1[CH:21]=[CH:20][C:16]([CH2:17][NH2:18])=[CH:15][C:14]=1[O:22][C:23]1[CH:24]=[CH:25][CH:26]=[CH:27][CH:28]=1. The catalyst class is: 6.